From a dataset of Forward reaction prediction with 1.9M reactions from USPTO patents (1976-2016). Predict the product of the given reaction. (1) Given the reactants [OH-].[Li+].[CH3:3][N:4]([C:13]1[CH:14]=[C:15]([C:19]2[CH:20]=[N:21][C:22]([CH2:25][CH2:26][C:27]([O:29]C)=[O:28])=[N:23][CH:24]=2)[CH:16]=[CH:17][CH:18]=1)[C:5]([NH:7][CH2:8][CH2:9][CH2:10][CH2:11][CH3:12])=[O:6].O, predict the reaction product. The product is: [CH3:3][N:4]([C:13]1[CH:14]=[C:15]([C:19]2[CH:20]=[N:21][C:22]([CH2:25][CH2:26][C:27]([OH:29])=[O:28])=[N:23][CH:24]=2)[CH:16]=[CH:17][CH:18]=1)[C:5]([NH:7][CH2:8][CH2:9][CH2:10][CH2:11][CH3:12])=[O:6]. (2) Given the reactants C1(P(C2C=CC=CC=2)C2C=CC3C(=CC=CC=3)C=2C2C3C(=CC=CC=3)C=CC=2P(C2C=CC=CC=2)C2C=CC=CC=2)C=CC=CC=1.C(=O)([O-])[O-].[Cs+].[Cs+].[CH3:53][C@@H:54]1[CH2:59][NH:58][CH2:57][CH2:56][NH:55]1.[Cl:60][C:61]1[C:62](OS(C(F)(F)C(F)(F)C(F)(F)C(F)(F)F)(=O)=O)=[C:63]2[C:67](=[CH:68][CH:69]=1)[N:66]([S:70]([C:73]1[CH:78]=[CH:77][CH:76]=[C:75]([Cl:79])[CH:74]=1)(=[O:72])=[O:71])[CH:65]=[CH:64]2, predict the reaction product. The product is: [Cl:60][C:61]1[C:62]([N:58]2[CH2:57][CH2:56][NH:55][C@H:54]([CH3:53])[CH2:59]2)=[C:63]2[C:67](=[CH:68][CH:69]=1)[N:66]([S:70]([C:73]1[CH:78]=[CH:77][CH:76]=[C:75]([Cl:79])[CH:74]=1)(=[O:72])=[O:71])[CH:65]=[CH:64]2.